Task: Predict which catalyst facilitates the given reaction.. Dataset: Catalyst prediction with 721,799 reactions and 888 catalyst types from USPTO Reactant: C(OC[N:9]1[C:13]2[N:14]=[C:15]([NH:28][C:29]3[CH:34]=[C:33]([F:35])[C:32]([O:36][CH2:37][CH2:38][O:39][CH3:40])=[C:31]([F:41])[CH:30]=3)[N:16]=[C:17]([O:18][C:19]3[CH:24]=[CH:23][CH:22]=[C:21]([N+:25]([O-:27])=[O:26])[CH:20]=3)[C:12]=2[CH:11]=[CH:10]1)(=O)C(C)(C)C.CO.[OH-].[Na+]. Product: [F:41][C:31]1[CH:30]=[C:29]([NH:28][C:15]2[N:16]=[C:17]([O:18][C:19]3[CH:24]=[CH:23][CH:22]=[C:21]([N+:25]([O-:27])=[O:26])[CH:20]=3)[C:12]3[CH:11]=[CH:10][NH:9][C:13]=3[N:14]=2)[CH:34]=[C:33]([F:35])[C:32]=1[O:36][CH2:37][CH2:38][O:39][CH3:40]. The catalyst class is: 6.